This data is from Catalyst prediction with 721,799 reactions and 888 catalyst types from USPTO. The task is: Predict which catalyst facilitates the given reaction. Reactant: [Cl:1][C:2]1[NH:10][C:9]2[C:8](=[O:11])[N:7]([CH2:12][CH2:13][CH2:14][CH2:15]C(OCC)=O)[C:6](=[O:21])[N:5]([CH2:22][CH2:23][CH2:24][CH2:25][CH3:26])[C:4]=2[N:3]=1.CC[O-].[Na+].[Cl:31][C:32]1[CH:37]=[CH:36][CH:35]=[C:34]([Cl:38])[C:33]=1[CH2:39]/[C:40](=[N:43]/[H])/[NH:41][OH:42]. Product: [Cl:1][C:2]1[NH:10][C:9]2[C:8](=[O:11])[N:7]([CH2:12][CH2:13][CH2:14][C:15]3[O:42][N:41]=[C:40]([CH2:39][C:33]4[C:34]([Cl:38])=[CH:35][CH:36]=[CH:37][C:32]=4[Cl:31])[N:43]=3)[C:6](=[O:21])[N:5]([CH2:22][CH2:23][CH2:24][CH2:25][CH3:26])[C:4]=2[N:3]=1. The catalyst class is: 14.